This data is from Full USPTO retrosynthesis dataset with 1.9M reactions from patents (1976-2016). The task is: Predict the reactants needed to synthesize the given product. (1) Given the product [ClH:3].[Cl:3][CH2:6][C:7]1[N:12]2[CH:13]=[CH:14][N:15]=[C:11]2[CH:10]=[CH:9][CH:8]=1, predict the reactants needed to synthesize it. The reactants are: S(Cl)([Cl:3])=O.O[CH2:6][C:7]1[N:12]2[CH:13]=[CH:14][N:15]=[C:11]2[CH:10]=[CH:9][CH:8]=1. (2) Given the product [ClH:1].[NH2:45][C@@H:46]([CH2:50][CH:51]([CH3:53])[CH3:52])[C:47]([NH:2][C@@H:3]([CH3:28])[C:4]([N:6]1[CH2:10][C@H:9]([OH:11])[CH2:8][C@H:7]1[C:12]([NH:14][CH2:15][C:16]1[CH:21]=[CH:20][C:19]([C:22]2[S:26][CH:25]=[N:24][C:23]=2[CH3:27])=[CH:18][CH:17]=1)=[O:13])=[O:5])=[O:48], predict the reactants needed to synthesize it. The reactants are: [ClH:1].[NH2:2][C@@H:3]([CH3:28])[C:4]([N:6]1[CH2:10][C@H:9]([OH:11])[CH2:8][C@H:7]1[C:12]([NH:14][CH2:15][C:16]1[CH:21]=[CH:20][C:19]([C:22]2[S:26][CH:25]=[N:24][C:23]=2[CH3:27])=[CH:18][CH:17]=1)=[O:13])=[O:5].CCN(C(C)C)C(C)C.C(OC([NH:45][C@@H:46]([CH2:50][CH:51]([CH3:53])[CH3:52])[C:47](O)=[O:48])=O)(C)(C)C.CN(C(ON1N=NC2C=CC=NC1=2)=[N+](C)C)C.F[P-](F)(F)(F)(F)F.Cl.O1CCOCC1.